This data is from Forward reaction prediction with 1.9M reactions from USPTO patents (1976-2016). The task is: Predict the product of the given reaction. (1) Given the reactants C([O:3][C:4]([C:6]1[N:38]([CH2:39][O:40][CH2:41][CH2:42][Si:43]([CH3:46])([CH3:45])[CH3:44])[C:9]2[N:10]=[CH:11][N:12]=[C:13]([O:14][C:15]3[CH:20]=[CH:19][C:18]([NH:21][C:22]([C:24]4([C:27](=[O:36])[NH:28][C:29]5[CH:34]=[CH:33][C:32]([F:35])=[CH:31][CH:30]=5)[CH2:26][CH2:25]4)=[O:23])=[CH:17][C:16]=3[F:37])[C:8]=2[CH:7]=1)=[O:5])C.[F-].C([N+](CCCC)(CCCC)CCCC)CCC, predict the reaction product. The product is: [F:37][C:16]1[CH:17]=[C:18]([NH:21][C:22]([C:24]2([C:27](=[O:36])[NH:28][C:29]3[CH:30]=[CH:31][C:32]([F:35])=[CH:33][CH:34]=3)[CH2:25][CH2:26]2)=[O:23])[CH:19]=[CH:20][C:15]=1[O:14][C:13]1[C:8]2[CH:7]=[C:6]([C:4]([OH:5])=[O:3])[N:38]([CH2:39][O:40][CH2:41][CH2:42][Si:43]([CH3:46])([CH3:45])[CH3:44])[C:9]=2[N:10]=[CH:11][N:12]=1. (2) Given the reactants [Br:1][C:2]1[CH:7]=[CH:6][C:5]([C:8]2[NH:9][CH:10]=[C:11]([C:13]3[CH:18]=[CH:17][C:16]([Cl:19])=[CH:15][C:14]=3[Cl:20])[N:12]=2)=[CH:4][CH:3]=1.[CH3:21][O:22][C:23]([C:25]1[CH:30]=[CH:29][C:28]([CH2:31]Br)=[CH:27][CH:26]=1)=[O:24], predict the reaction product. The product is: [CH3:21][O:22][C:23](=[O:24])[C:25]1[CH:30]=[CH:29][C:28]([CH2:31][N:9]2[CH:10]=[C:11]([C:13]3[CH:18]=[CH:17][C:16]([Cl:19])=[CH:15][C:14]=3[Cl:20])[N:12]=[C:8]2[C:5]2[CH:4]=[CH:3][C:2]([Br:1])=[CH:7][CH:6]=2)=[CH:27][CH:26]=1. (3) The product is: [CH3:14][C:12]1[CH:13]=[C:8]([C:4]2[CH:3]=[C:2]([NH:1][CH2:27][C:28]([OH:30])=[O:29])[CH:7]=[N:6][CH:5]=2)[CH:9]=[C:10]([NH:15][C:16]2[N:21]=[C:20]([C:22]([F:25])([F:24])[F:23])[CH:19]=[CH:18][N:17]=2)[CH:11]=1. Given the reactants [NH2:1][C:2]1[CH:3]=[C:4]([C:8]2[CH:9]=[C:10]([NH:15][C:16]3[N:21]=[C:20]([C:22]([F:25])([F:24])[F:23])[CH:19]=[CH:18][N:17]=3)[CH:11]=[C:12]([CH3:14])[CH:13]=2)[CH:5]=[N:6][CH:7]=1.O=[CH:27][C:28]([OH:30])=[O:29].FC(F)(F)C(O)=O, predict the reaction product. (4) Given the reactants ClC(Cl)(Cl)C([N:5]=C=O)=O.[CH2:10]([O:17][C:18]1[CH:19]=[CH:20][C:21]2[C:22]3[S:31][C:30]([CH2:32][CH3:33])=[N:29][C:23]=3[CH:24]=[N+:25]([O-])[C:26]=2[CH:27]=1)[C:11]1[CH:16]=[CH:15][CH:14]=[CH:13][CH:12]=1.[OH-].[NH4+], predict the reaction product. The product is: [CH2:10]([O:17][C:18]1[CH:19]=[CH:20][C:21]2[C:22]3[S:31][C:30]([CH2:32][CH3:33])=[N:29][C:23]=3[C:24]([NH2:5])=[N:25][C:26]=2[CH:27]=1)[C:11]1[CH:16]=[CH:15][CH:14]=[CH:13][CH:12]=1. (5) Given the reactants [Cl:1][C:2]1[N:7]=[C:6]([NH2:8])[C:5]([CH3:9])=[CH:4][N:3]=1.Br[C:11]1[C:19]2[O:18][CH2:17][O:16][C:15]=2[CH:14]=[CH:13][CH:12]=1.CC1(C)C2C(=C(P(C3C=CC=CC=3)C3C=CC=CC=3)C=CC=2)OC2C(P(C3C=CC=CC=3)C3C=CC=CC=3)=CC=CC1=2.C(=O)([O-])[O-].[Cs+].[Cs+], predict the reaction product. The product is: [O:16]1[C:15]2[CH:14]=[CH:13][CH:12]=[C:11]([NH:8][C:6]3[C:5]([CH3:9])=[CH:4][N:3]=[C:2]([Cl:1])[N:7]=3)[C:19]=2[O:18][CH2:17]1.